From a dataset of Forward reaction prediction with 1.9M reactions from USPTO patents (1976-2016). Predict the product of the given reaction. (1) Given the reactants [C:1]([C:3]1[CH:8]=[CH:7][C:6]([N:9]2[C:13](=N)[C:12]([CH3:16])([CH3:15])[N:11]([C:17]3[CH:22]=[CH:21][C:20]([C:23]4[CH:28]=[CH:27][C:26]([NH:29]C(=O)OC(C)(C)C)=[CH:25][CH:24]=4)=[CH:19][CH:18]=3)[C:10]2=[S:37])=[CH:5][C:4]=1[C:38]([F:41])([F:40])[F:39])#[N:2].Cl.C[OH:44], predict the reaction product. The product is: [NH2:29][C:26]1[CH:25]=[CH:24][C:23]([C:20]2[CH:19]=[CH:18][C:17]([N:11]3[C:12]([CH3:16])([CH3:15])[C:13](=[O:44])[N:9]([C:6]4[CH:7]=[CH:8][C:3]([C:1]#[N:2])=[C:4]([C:38]([F:41])([F:39])[F:40])[CH:5]=4)[C:10]3=[S:37])=[CH:22][CH:21]=2)=[CH:28][CH:27]=1. (2) Given the reactants [CH3:1][C@@H:2]1[O:7][C@@H:6]([O:8][C@@H:9]2[C:14]3[C:15]([OH:30])=[C:16]4[C:28](=[O:29])[C:27]5[CH:26]=[CH:25][CH:24]=[CH:23][C:22]=5[C:20](=[O:21])[C:17]4=[C:18]([OH:19])[C:13]=3[CH2:12][C@@:11]([OH:34])([C:31]([CH3:33])=[O:32])[CH2:10]2)[CH2:5][C@H:4]([NH2:35])[C@@H:3]1[OH:36].C(Cl)(Cl)[Cl:38].CO.Cl, predict the reaction product. The product is: [CH3:1][C@@H:2]1[O:7][C@@H:6]([O:8][C@@H:9]2[C:14]3[C:15]([OH:30])=[C:16]4[C:28](=[O:29])[C:27]5[CH:26]=[CH:25][CH:24]=[CH:23][C:22]=5[C:20](=[O:21])[C:17]4=[C:18]([OH:19])[C:13]=3[CH2:12][C@@:11]([OH:34])([C:31]([CH3:33])=[O:32])[CH2:10]2)[CH2:5][C@H:4]([NH2:35])[C@@H:3]1[OH:36].[ClH:38].